From a dataset of Reaction yield outcomes from USPTO patents with 853,638 reactions. Predict the reaction yield, written as a fraction of the theoretical maximum amount of product (1.0 means a 100% yield; for example, 0.34 means a 34% yield). (1) The reactants are [F:1][C:2]1[CH:3]=[C:4]([CH:9]2[S:14][CH2:13][CH2:12][CH2:11][S:10]2)[CH:5]=[C:6]([F:8])[CH:7]=1.[Li]CCCC.[F:20][CH:21]([F:32])[O:22][C:23]1[CH:30]=[CH:29][C:26]([CH:27]=[O:28])=[CH:25][C:24]=1[CH3:31]. The catalyst is C1COCC1. The product is [F:20][CH:21]([F:32])[O:22][C:23]1[CH:30]=[CH:29][C:26]([CH:27]([C:9]2([C:4]3[CH:5]=[C:6]([F:8])[CH:7]=[C:2]([F:1])[CH:3]=3)[S:10][CH2:11][CH2:12][CH2:13][S:14]2)[OH:28])=[CH:25][C:24]=1[CH3:31]. The yield is 0.550. (2) The reactants are Cl[C:2]1[C:7]2[C:8](=[O:31])[N:9]([C:13]3[CH:18]=[CH:17][C:16]([N:19]4[CH2:23][CH2:22][N:21]([CH2:24][C:25]([F:28])([F:27])[F:26])[C:20]4=[O:29])=[C:15]([Cl:30])[CH:14]=3)[CH2:10][CH2:11][O:12][C:6]=2[N:5]=[CH:4][N:3]=1.[NH3:32]. The catalyst is O1CCOCC1. The product is [NH2:32][C:2]1[C:7]2[C:8](=[O:31])[N:9]([C:13]3[CH:18]=[CH:17][C:16]([N:19]4[CH2:23][CH2:22][N:21]([CH2:24][C:25]([F:26])([F:28])[F:27])[C:20]4=[O:29])=[C:15]([Cl:30])[CH:14]=3)[CH2:10][CH2:11][O:12][C:6]=2[N:5]=[CH:4][N:3]=1. The yield is 0.343. (3) The reactants are [OH:1][C@H:2]([C@H:4]([CH2:9][CH2:10][CH:11]([CH3:13])[CH3:12])[C:5]([O:7][CH3:8])=[O:6])[CH3:3].CC1(C)C2(CS(O)(=O)=O)C(CC1CC2)=O.ClC(Cl)(Cl)C(=N)O[CH2:33][C:34]1[CH:39]=[CH:38][C:37]([O:40][CH3:41])=[CH:36][CH:35]=1. The catalyst is C(Cl)Cl. The product is [CH3:41][O:40][C:37]1[CH:38]=[CH:39][C:34]([CH2:33][O:1][C@H:2]([C@H:4]([CH2:9][CH2:10][CH:11]([CH3:13])[CH3:12])[C:5]([O:7][CH3:8])=[O:6])[CH3:3])=[CH:35][CH:36]=1. The yield is 0.770. (4) The reactants are [N:1]1[CH:6]=[CH:5][CH:4]=[CH:3][C:2]=1[C:7]1[CH:14]=[CH:13][C:10]([CH:11]=[O:12])=[CH:9][CH:8]=1.[BH4-].[Na+]. No catalyst specified. The product is [N:1]1[CH:6]=[CH:5][CH:4]=[CH:3][C:2]=1[C:7]1[CH:8]=[CH:9][C:10]([CH2:11][OH:12])=[CH:13][CH:14]=1. The yield is 0.750. (5) The reactants are [C:1](N1C=CN=C1)(N1C=CN=C1)=[O:2].[Cl:13][C:14]1[CH:19]=[CH:18][C:17]([C:20]2[C:21]([C:28]3[CH:33]=[CH:32][N:31]=[CH:30][CH:29]=3)=[N:22][C:23]([NH:26][NH2:27])=[N:24][CH:25]=2)=[CH:16][CH:15]=1. The catalyst is C1COCC1. The product is [Cl:13][C:14]1[CH:15]=[CH:16][C:17]([C:20]2[C:21]([C:28]3[CH:33]=[CH:32][N:31]=[CH:30][CH:29]=3)=[N:22][C:23]3[N:24]([C:1](=[O:2])[NH:27][N:26]=3)[CH:25]=2)=[CH:18][CH:19]=1. The yield is 0.910. (6) The reactants are [CH3:1][O:2][C:3]1[CH:8]=[C:7]([C:9]2[CH:10]=[N:11][N:12]([CH3:14])[CH:13]=2)[CH:6]=[CH:5][C:4]=1[NH:15][CH:16]=O.[H-].[Na+].Cl[C:21]1[C:26]2[N:27]=C(S(C)(=O)=O)[N:29]=[CH:30][C:25]=2[C:24]([CH3:35])=[CH:23][N:22]=1.[OH-].[Na+].[CH3:38][C:39]([CH3:43])([CH3:42])[CH2:40][NH2:41]. The catalyst is C1COCC1.CN1CCCC1=O.CO. The product is [CH3:1][O:2][C:3]1[CH:8]=[C:7]([C:9]2[CH:10]=[N:11][N:12]([CH3:14])[CH:13]=2)[CH:6]=[CH:5][C:4]=1[NH:15][C:16]1[N:29]=[CH:30][C:25]2[C:24]([CH3:35])=[CH:23][N:22]=[C:21]([NH:41][CH2:40][C:39]([CH3:43])([CH3:42])[CH3:38])[C:26]=2[N:27]=1. The yield is 0.500. (7) The reactants are FC(F)(F)C(O)=O.[CH2:8]([N:10]([CH2:45][CH3:46])[CH2:11][CH2:12][CH2:13][NH:14][C:15]1[N:16]=[C:17]([C:34]2[CH:35]=[C:36]([CH:40]=[C:41]([F:44])[C:42]=2[CH3:43])[C:37](O)=[O:38])[C:18]2[CH:24]=[CH:23][C:22](=[O:25])[N:21]([C:26]3[C:31]([F:32])=[CH:30][CH:29]=[CH:28][C:27]=3[F:33])[C:19]=2[N:20]=1)[CH3:9].CN(C(O[N:55]1N=N[C:57]2C=CC=[CH:61][C:56]1=2)=[N+](C)C)C.F[P-](F)(F)(F)(F)F.C(N(CC)CC)C.C(N)(C)C. The catalyst is CN(C=O)C. The product is [CH2:8]([N:10]([CH2:45][CH3:46])[CH2:11][CH2:12][CH2:13][NH:14][C:15]1[N:16]=[C:17]([C:34]2[CH:35]=[C:36]([CH:40]=[C:41]([F:44])[C:42]=2[CH3:43])[C:37]([NH:55][CH:56]([CH3:61])[CH3:57])=[O:38])[C:18]2[CH:24]=[CH:23][C:22](=[O:25])[N:21]([C:26]3[C:27]([F:33])=[CH:28][CH:29]=[CH:30][C:31]=3[F:32])[C:19]=2[N:20]=1)[CH3:9]. The yield is 0.600. (8) The reactants are O[C@:2]12[CH2:19][CH2:18][C@@:16]3([CH3:17])[C@@H:12]([CH2:13][CH2:14][C:15]3=[O:20])[C@@H:11]1[CH2:10][CH2:9][C@H:8]1[C@:3]2([CH3:22])[CH2:4][CH2:5][C:6](=[O:21])[CH2:7]1.S(=O)(=O)(O)O. The catalyst is C(Cl)Cl. The product is [CH3:17][C@:16]12[CH2:18][CH:19]=[C:2]3[C@@H:11]([CH2:10][CH2:9][C@H:8]4[C@:3]3([CH3:22])[CH2:4][CH2:5][C:6](=[O:21])[CH2:7]4)[C@@H:12]1[CH2:13][CH2:14][C:15]2=[O:20]. The yield is 0.940. (9) The reactants are [Br:1][C:2]1[CH:3]=[C:4]([NH:8][CH2:9][C:10]2[CH:15]=[CH:14][CH:13]=[C:12]([O:16][C:17]([F:20])([F:19])[F:18])[CH:11]=2)[CH:5]=[CH:6][CH:7]=1.[F:21][C:22]([F:28])([F:27])S([O-])(=[O:41])=[O:41].[Yb+3].[F:21][C:22]([F:28])([F:27])S([O-])(=O)=O.[F:21][C:22]([F:28])([F:27])S([O-])(=O)=[O:41].[C:46](#N)[CH3:47]. No catalyst specified. The product is [Br:1][C:2]1[CH:3]=[C:4]([N:8]([CH2:9][C:10]2[CH:15]=[CH:14][CH:13]=[C:12]([O:16][C:17]([F:18])([F:19])[F:20])[CH:11]=2)[CH2:47][C@@H:46]([OH:41])[C:22]([F:28])([F:27])[F:21])[CH:5]=[CH:6][CH:7]=1. The yield is 0.900. (10) The reactants are C(=O)([O-])[O-].[K+].[K+].[F:7][C:8]1[CH:13]=[C:12](B(O)O)[CH:11]=[CH:10][N:9]=1.FC(F)(F)S(O[C:23]1[CH:36]=[C:35]2[C:26]([O:27][C:28]3[CH:29]=[CH:30][C:31]([C:52]4[C:53]([F:58])=[N:54][CH:55]=[CH:56][CH:57]=4)=[CH:32][C:33]=3[C:34]32[C:40]2=[N:41][CH:42]=[CH:43][N:39]2[C:38]([NH:44][C:45]([O:47][C:48]([CH3:51])([CH3:50])[CH3:49])=[O:46])=[N:37]3)=[C:25]([F:59])[CH:24]=1)(=O)=O. The catalyst is O1CCOCC1.O. The product is [F:59][C:25]1[C:26]2[O:27][C:28]3[C:33](=[CH:32][C:31]([C:52]4[C:53]([F:58])=[N:54][CH:55]=[CH:56][CH:57]=4)=[CH:30][CH:29]=3)[C:34]3([C:40]4=[N:41][CH:42]=[CH:43][N:39]4[C:38]([NH:44][C:45](=[O:46])[O:47][C:48]([CH3:50])([CH3:49])[CH3:51])=[N:37]3)[C:35]=2[CH:36]=[C:23]([C:12]2[CH:11]=[CH:10][N:9]=[C:8]([F:7])[CH:13]=2)[CH:24]=1. The yield is 0.544.